The task is: Predict the product of the given reaction.. This data is from Forward reaction prediction with 1.9M reactions from USPTO patents (1976-2016). (1) Given the reactants [P].[S].[CH3:3][C:4]1[O:8][C:7]([C:9](=[O:13])[CH2:10][C:11]#[N:12])=[CH:6][CH:5]=1.[H-].[Na+].[C:16](=S)=[S:17].CI.[CH3:21][S:22]([CH3:24])=O, predict the reaction product. The product is: [CH3:3][C:4]1[O:8][C:7]([C:9]([C:10](=[C:21]([S:17][CH3:16])[S:22][CH3:24])[C:11]#[N:12])=[O:13])=[CH:6][CH:5]=1. (2) Given the reactants C(OCC)C.[H-].[Al+3].[Li+].[H-].[H-].[H-].[CH3:12][CH:13]([CH2:17][C:18]1[CH:23]=[CH:22][N:21]=[CH:20][CH:19]=1)[C:14]([NH2:16])=O.[OH-].[Na+], predict the reaction product. The product is: [CH3:12][CH:13]([CH2:17][C:18]1[CH:23]=[CH:22][N:21]=[CH:20][CH:19]=1)[CH2:14][NH2:16]. (3) Given the reactants [Cl:1][C:2]1[CH:3]=[C:4]([C:12]2[O:16][N:15]=[C:14]([C:17]3[CH:18]=[CH:19][CH:20]=[C:21]4[C:25]=3[N:24]([CH3:26])[CH:23]=[C:22]4[CH2:27][CH:28]=[O:29])[N:13]=2)[CH:5]=[CH:6][C:7]=1[O:8][CH:9]([CH3:11])[CH3:10].[BH4-].[Na+], predict the reaction product. The product is: [Cl:1][C:2]1[CH:3]=[C:4]([C:12]2[O:16][N:15]=[C:14]([C:17]3[CH:18]=[CH:19][CH:20]=[C:21]4[C:25]=3[N:24]([CH3:26])[CH:23]=[C:22]4[CH2:27][CH2:28][OH:29])[N:13]=2)[CH:5]=[CH:6][C:7]=1[O:8][CH:9]([CH3:10])[CH3:11]. (4) The product is: [CH3:34][S@:26](=[O:33])([C:27]1[CH:32]=[CH:31][CH:30]=[CH:29][CH:28]=1)=[N:25][C:23](=[O:24])[C:22]1[CH:35]=[C:18]([C:2]#[C:1][C:3]2[CH:8]=[CH:7][CH:6]=[C:5]([NH:9][C:10]([C:12]3[S:13][CH:14]=[CH:15][CH:16]=3)=[O:11])[CH:4]=2)[CH:19]=[N:20][CH:21]=1. Given the reactants [C:1]([C:3]1[CH:4]=[C:5]([NH:9][C:10]([C:12]2[S:13][CH:14]=[CH:15][CH:16]=2)=[O:11])[CH:6]=[CH:7][CH:8]=1)#[CH:2].Br[C:18]1[CH:19]=[N:20][CH:21]=[C:22]([CH:35]=1)[C:23]([N:25]=[S@@:26]([CH3:34])(=[O:33])[C:27]1[CH:32]=[CH:31][CH:30]=[CH:29][CH:28]=1)=[O:24], predict the reaction product.